From a dataset of Peptide-MHC class II binding affinity with 134,281 pairs from IEDB. Regression. Given a peptide amino acid sequence and an MHC pseudo amino acid sequence, predict their binding affinity value. This is MHC class II binding data. The peptide sequence is GQNYTYKWETFLTRE. The MHC is DRB1_0701 with pseudo-sequence DRB1_0701. The binding affinity (normalized) is 0.399.